Predict the product of the given reaction. From a dataset of Forward reaction prediction with 1.9M reactions from USPTO patents (1976-2016). (1) Given the reactants [Na].[CH3:2][C:3]1[C:4]([CH2:15][S@:16]([C:18]2[NH:22][C:21]3[CH:23]=[CH:24][CH:25]=[CH:26][C:20]=3[N:19]=2)=[O:17])=[N:5][CH:6]=[CH:7][C:8]=1[O:9][CH2:10][C:11]([F:14])([F:13])[F:12].[I-].[Li+].Cl[CH:30]1[CH2:34][O:33][C:32](=[O:35])[O:31]1.C(OCC)(=O)C, predict the reaction product. The product is: [CH3:2][C:3]1[C:4]([CH2:15][S@:16]([C:18]2[N:19]([CH:30]3[CH2:34][O:33][C:32](=[O:35])[O:31]3)[C:20]3[CH:26]=[CH:25][CH:24]=[CH:23][C:21]=3[N:22]=2)=[O:17])=[N:5][CH:6]=[CH:7][C:8]=1[O:9][CH2:10][C:11]([F:14])([F:12])[F:13]. (2) Given the reactants Cl.[NH:2]1[CH2:7][CH2:6][CH:5]([C:8]2[C:9](=[O:18])[NH:10][C:11]3[C:16]([CH:17]=2)=[CH:15][CH:14]=[CH:13][CH:12]=3)[CH2:4][CH2:3]1.[Cl:19][C:20]1[C:28]2[NH:27][N:26]=[CH:25][C:24]=2[C:23]2[CH2:29][N:30]([CH2:55][C:56]([CH3:59])([CH3:58])[CH3:57])[C:31](=[O:54])[C@H:32]([CH2:34][C:35](=[O:53])N3CCC(N4CC5C(=CC=CC=5)NC4=O)CC3)[CH2:33][C:22]=2[CH:21]=1, predict the reaction product. The product is: [Cl:19][C:20]1[C:28]2[NH:27][N:26]=[CH:25][C:24]=2[C:23]2[CH2:29][N:30]([CH2:55][C:56]([CH3:59])([CH3:58])[CH3:57])[C:31](=[O:54])[C@H:32]([CH2:34][C:35](=[O:53])[N:2]3[CH2:3][CH2:4][CH:5]([C:8]4[C:9](=[O:18])[NH:10][C:11]5[C:16]([CH:17]=4)=[CH:15][CH:14]=[CH:13][CH:12]=5)[CH2:6][CH2:7]3)[CH2:33][C:22]=2[CH:21]=1.